This data is from Full USPTO retrosynthesis dataset with 1.9M reactions from patents (1976-2016). The task is: Predict the reactants needed to synthesize the given product. (1) The reactants are: [N+:1]([C:4]1[CH:12]=[C:11]2[C:7]([CH:8]=[CH:9][NH:10]2)=[CH:6][CH:5]=1)([O-:3])=[O:2].[F:13][C:14]([F:25])([F:24])[C:15](O[C:15](=[O:16])[C:14]([F:25])([F:24])[F:13])=[O:16].O. Given the product [F:13][C:14]([F:25])([F:24])[C:15]([C:8]1[C:7]2[C:11](=[CH:12][C:4]([N+:1]([O-:3])=[O:2])=[CH:5][CH:6]=2)[NH:10][CH:9]=1)=[O:16], predict the reactants needed to synthesize it. (2) Given the product [Cl:6][C:7]1[C:8]([F:16])=[C:9]([CH:10]([OH:11])[C:2]([CH3:3])=[CH2:1])[C:12]([F:15])=[CH:13][CH:14]=1, predict the reactants needed to synthesize it. The reactants are: [CH2:1]=[C:2]([Mg]Br)[CH3:3].[Cl:6][C:7]1[C:8]([F:16])=[C:9]([C:12]([F:15])=[CH:13][CH:14]=1)[CH:10]=[O:11].